From a dataset of Forward reaction prediction with 1.9M reactions from USPTO patents (1976-2016). Predict the product of the given reaction. (1) Given the reactants [F:1][C:2]1[CH:3]=[C:4]2[C:10]([C:11]#[N:12])=[N:9][N:8]([CH2:13][C:14]3[CH:19]=[CH:18][CH:17]=[CH:16][C:15]=3[F:20])[C:5]2=[N:6][CH:7]=1.C[O-].[Na+].[Cl-].[NH4+:25].[C:26]([OH:29])(=[O:28])[CH3:27], predict the reaction product. The product is: [C:26]([OH:29])(=[O:28])[CH3:27].[F:1][C:2]1[CH:3]=[C:4]2[C:10]([C:11](=[NH:25])[NH2:12])=[N:9][N:8]([CH2:13][C:14]3[CH:19]=[CH:18][CH:17]=[CH:16][C:15]=3[F:20])[C:5]2=[N:6][CH:7]=1. (2) Given the reactants [CH2:1]([N:4]([CH2:14][CH:15]=[CH2:16])[C@@H:5]([C:7]1[CH:12]=[CH:11][C:10](Br)=[CH:9][CH:8]=1)[CH3:6])[CH:2]=[CH2:3].[Li]CCCC.[CH3:22][C:23]([CH3:25])=[O:24], predict the reaction product. The product is: [CH2:1]([N:4]([CH2:14][CH:15]=[CH2:16])[C@@H:5]([C:7]1[CH:12]=[CH:11][C:10]([C:23]([OH:24])([CH3:25])[CH3:22])=[CH:9][CH:8]=1)[CH3:6])[CH:2]=[CH2:3]. (3) Given the reactants [F:1][C:2]1[C:3]([O:11][CH3:12])=[CH:4][C:5]([O:9][CH3:10])=[C:6]([CH:8]=1)[NH2:7].[C:13](Cl)(Cl)=[O:14], predict the reaction product. The product is: [F:1][C:2]1[CH:8]=[C:6]([N:7]=[C:13]=[O:14])[C:5]([O:9][CH3:10])=[CH:4][C:3]=1[O:11][CH3:12]. (4) Given the reactants S(=O)(=O)(O)O.[I:6][C:7]1[CH:8]=[C:9]2[C:13](=[CH:14][CH:15]=1)[N:12]([CH3:16])[C:11](=[O:17])C2=O.CO.CO[CH:23]([O:26][CH3:27])[O:24][CH3:25], predict the reaction product. The product is: [I:6][C:7]1[CH:15]=[C:14]2[C:13](=[CH:9][CH:8]=1)[N:12]([CH3:16])[C:11](=[O:17])[C:23]2([O:24][CH3:25])[O:26][CH3:27].